This data is from Reaction yield outcomes from USPTO patents with 853,638 reactions. The task is: Predict the reaction yield, written as a fraction of the theoretical maximum amount of product (1.0 means a 100% yield; for example, 0.34 means a 34% yield). (1) The reactants are Br[C:2]1[N:6]2[CH2:7][CH2:8][N:9]([CH2:12][C:13]3[CH:18]=[CH:17][CH:16]=[C:15]([C:19]([F:22])([F:21])[F:20])[C:14]=3[Cl:23])[C:10](=[O:11])[C:5]2=[N:4][N:3]=1.[F:24][C:25]1[CH:30]=[CH:29][C:28](B(O)O)=[CH:27][CH:26]=1.C([O-])([O-])=O.[Na+].[Na+]. The catalyst is O1CCOCC1.C1C=CC([P]([Pd]([P](C2C=CC=CC=2)(C2C=CC=CC=2)C2C=CC=CC=2)([P](C2C=CC=CC=2)(C2C=CC=CC=2)C2C=CC=CC=2)[P](C2C=CC=CC=2)(C2C=CC=CC=2)C2C=CC=CC=2)(C2C=CC=CC=2)C2C=CC=CC=2)=CC=1. The product is [Cl:23][C:14]1[C:15]([C:19]([F:22])([F:21])[F:20])=[CH:16][CH:17]=[CH:18][C:13]=1[CH2:12][N:9]1[CH2:8][CH2:7][N:6]2[C:2]([C:28]3[CH:29]=[CH:30][C:25]([F:24])=[CH:26][CH:27]=3)=[N:3][N:4]=[C:5]2[C:10]1=[O:11]. The yield is 0.450. (2) The reactants are [Br:1][C:2]1[CH:7]=[C:6]([Cl:8])[N:5]=[C:4]([OH:9])[CH:3]=1.[C:10](=O)([O-])[O-].[K+].[K+].IC. The catalyst is CN(C=O)C. The product is [Br:1][C:2]1[CH:7]=[C:6]([Cl:8])[N:5]([CH3:10])[C:4](=[O:9])[CH:3]=1. The yield is 0.380. (3) The reactants are Cl[C:2]1[CH:7]=[C:6]([C:8]2[CH:13]=[CH:12][C:11]([Cl:14])=[C:10]([Cl:15])[CH:9]=2)[N:5]=[CH:4][N:3]=1.[CH3:16][O:17][C:18]([CH:20]1[CH2:25][NH:24][CH2:23][CH2:22][N:21]1[C:26]([O:28][C:29]([CH3:32])([CH3:31])[CH3:30])=[O:27])=[O:19]. The catalyst is C(O)(C)(C)C. The product is [CH3:16][O:17][C:18]([CH:20]1[CH2:25][N:24]([C:2]2[CH:7]=[C:6]([C:8]3[CH:13]=[CH:12][C:11]([Cl:14])=[C:10]([Cl:15])[CH:9]=3)[N:5]=[CH:4][N:3]=2)[CH2:23][CH2:22][N:21]1[C:26]([O:28][C:29]([CH3:32])([CH3:31])[CH3:30])=[O:27])=[O:19]. The yield is 0.750. (4) The reactants are [CH3:1][O:2][C:3]1[C:8]([NH2:9])=[CH:7][CH:6]=[CH:5][N:4]=1.[Br:10]N1C(=O)CCC1=O.O. The catalyst is CN(C)C=O. The product is [Br:10][C:5]1[N:4]=[C:3]([O:2][CH3:1])[C:8]([NH2:9])=[CH:7][CH:6]=1. The yield is 0.800. (5) The reactants are [CH2:1]([C:3]1[N:4]([C:28]2[CH:33]=[CH:32][C:31]([O:34]C)=[CH:30][CH:29]=2)[C:5](=[O:27])[C:6]([CH2:12][C:13]2[CH:18]=[CH:17][C:16]([C:19]3[C:20]([C:25]#[N:26])=[CH:21][CH:22]=[CH:23][CH:24]=3)=[CH:15][CH:14]=2)=[C:7]([CH2:9][CH2:10][CH3:11])[N:8]=1)[CH3:2].B(Br)(Br)Br.C(OCC)(=O)C.O. The catalyst is ClCCl. The product is [CH2:1]([C:3]1[N:4]([C:28]2[CH:33]=[CH:32][C:31]([OH:34])=[CH:30][CH:29]=2)[C:5](=[O:27])[C:6]([CH2:12][C:13]2[CH:18]=[CH:17][C:16]([C:19]3[C:20]([C:25]#[N:26])=[CH:21][CH:22]=[CH:23][CH:24]=3)=[CH:15][CH:14]=2)=[C:7]([CH2:9][CH2:10][CH3:11])[N:8]=1)[CH3:2]. The yield is 0.870. (6) The reactants are [CH2:1]([C:3]1[O:4][C:5]([C:9]([OH:11])=O)=[C:6]([CH3:8])[N:7]=1)[CH3:2].O1CCCC1.C(Cl)(=O)C(Cl)=O.[NH2:23][C:24]1[CH:25]=[C:26]([CH:43]=[CH:44][C:45]=1[CH3:46])[O:27][C:28]1[CH:29]=[CH:30][C:31]2[N:32]([CH:34]=[C:35]([NH:37][C:38]([CH:40]3[CH2:42][CH2:41]3)=[O:39])[N:36]=2)[N:33]=1. The catalyst is CN(C)C=O.CN(C)C(=O)C. The product is [CH:40]1([C:38]([NH:37][C:35]2[N:36]=[C:31]3[CH:30]=[CH:29][C:28]([O:27][C:26]4[CH:43]=[CH:44][C:45]([CH3:46])=[C:24]([NH:23][C:9]([C:5]5[O:4][C:3]([CH2:1][CH3:2])=[N:7][C:6]=5[CH3:8])=[O:11])[CH:25]=4)=[N:33][N:32]3[CH:34]=2)=[O:39])[CH2:41][CH2:42]1. The yield is 0.690. (7) The reactants are [CH3:1][O:2][CH2:3][CH2:4][CH2:5]Br.C(=O)([O-])[O-].[Cs+].[Cs+].[C:13]([O:17][C:18]([N:20]1[CH2:25][C:24](=[O:26])[N:23]([C:27]2[CH:32]=[CH:31][CH:30]=[CH:29][C:28]=2[OH:33])[CH2:22][C:21]1([CH3:35])[CH3:34])=[O:19])([CH3:16])([CH3:15])[CH3:14].O. The catalyst is CN(C)C=O. The product is [C:13]([O:17][C:18]([N:20]1[CH2:25][C:24](=[O:26])[N:23]([C:27]2[CH:32]=[CH:31][CH:30]=[CH:29][C:28]=2[O:33][CH2:5][CH2:4][CH2:3][O:2][CH3:1])[CH2:22][C:21]1([CH3:35])[CH3:34])=[O:19])([CH3:16])([CH3:14])[CH3:15]. The yield is 0.700. (8) The reactants are [CH:1]([N:4]1[C:8]([C:9]2[N:18]=[C:17]3[N:11]([CH2:12][CH2:13][O:14][C:15]4[CH:22]=[C:21]([O:23]C)[N:20]=[CH:19][C:16]=43)[CH:10]=2)=[N:7][C:6]([CH3:25])=[N:5]1)([CH3:3])[CH3:2]. The yield is 1.00. The catalyst is Br.C(O)(=O)C. The product is [CH:1]([N:4]1[C:8]([C:9]2[N:18]=[C:17]3[N:11]([CH2:12][CH2:13][O:14][C:15]4[CH:22]=[C:21]([OH:23])[N:20]=[CH:19][C:16]=43)[CH:10]=2)=[N:7][C:6]([CH3:25])=[N:5]1)([CH3:3])[CH3:2]. (9) The reactants are [CH2:1]([CH:3]1[O:5][CH2:4]1)[Cl:2].[SH2:6]. The catalyst is [Br-].C([N+](CCCC)(CCCC)CCCC)CCC.C1(C)C=CC=CC=1. The product is [Cl:2][CH2:1][CH:3]([OH:5])[CH2:4][S:6][CH2:4][CH:3]([OH:5])[CH2:1][Cl:2]. The yield is 0.960.